From a dataset of Forward reaction prediction with 1.9M reactions from USPTO patents (1976-2016). Predict the product of the given reaction. (1) Given the reactants [Cl:1][C:2]1[CH:7]=[CH:6][C:5]([N:8]([CH2:22][C:23]2[NH:27][N:26]=[N:25][N:24]=2)[S:9]([C:12]2[CH:17]=[CH:16][C:15]([O:18][CH3:19])=[C:14]([O:20][CH3:21])[CH:13]=2)(=[O:11])=[O:10])=[C:4]([C:28](=[O:36])[C:29]2[CH:34]=[CH:33][CH:32]=[CH:31][C:30]=2[Cl:35])[CH:3]=1.[BH4-].[Na+], predict the reaction product. The product is: [Cl:1][C:2]1[CH:7]=[CH:6][C:5]([N:8]([CH2:22][C:23]2[NH:27][N:26]=[N:25][N:24]=2)[S:9]([C:12]2[CH:17]=[CH:16][C:15]([O:18][CH3:19])=[C:14]([O:20][CH3:21])[CH:13]=2)(=[O:10])=[O:11])=[C:4]([CH:28]([C:29]2[CH:34]=[CH:33][CH:32]=[CH:31][C:30]=2[Cl:35])[OH:36])[CH:3]=1. (2) The product is: [Cl:27][C:19]1[CH:20]=[CH:21][C:22]([O:23][C:24](=[O:25])[N:14]([C:11]2[CH:12]=[CH:13][C:8]([C:7]#[C:6][CH2:5][CH2:4][CH2:3][N:2]([CH3:16])[CH3:1])=[CH:9][CH:10]=2)[CH3:15])=[CH:17][CH:18]=1. Given the reactants [CH3:1][N:2]([CH3:16])[CH2:3][CH2:4][CH2:5][C:6]#[C:7][C:8]1[CH:13]=[CH:12][C:11]([NH:14][CH3:15])=[CH:10][CH:9]=1.[CH:17]1[C:22]([O:23][C:24](Cl)=[O:25])=[CH:21][CH:20]=[C:19]([Cl:27])[CH:18]=1, predict the reaction product. (3) Given the reactants [CH3:1][O:2][C:3]([C:5]1[C:10]([CH:11]=[CH2:12])=[C:9]([NH2:13])[N:8]=[C:7](Cl)[N:6]=1)=[O:4].[Cl:15][C:16]1[CH:21]=[CH:20][C:19](B2OC(C)(C)C(C)(C)O2)=[C:18]([F:31])[C:17]=1[F:32].[F-].[Cs+], predict the reaction product. The product is: [CH3:1][O:2][C:3]([C:5]1[C:10]([CH:11]=[CH2:12])=[C:9]([NH2:13])[N:8]=[C:7]([C:19]2[CH:20]=[CH:21][C:16]([Cl:15])=[C:17]([F:32])[C:18]=2[F:31])[N:6]=1)=[O:4].